Dataset: Reaction yield outcomes from USPTO patents with 853,638 reactions. Task: Predict the reaction yield, written as a fraction of the theoretical maximum amount of product (1.0 means a 100% yield; for example, 0.34 means a 34% yield). (1) The catalyst is C(OCC)C. The yield is 0.900. The reactants are [CH2:1]([O:3][CH2:4][CH2:5][O:6][C:7]1[CH:12]=[C:11]([CH3:13])[C:10]([C:14]2[CH:19]=[CH:18][CH:17]=[C:16]([CH2:20][NH:21][C:22]3[CH:27]=[CH:26][C:25]([CH2:28][CH2:29][C:30]([OH:32])=[O:31])=[C:24]([F:33])[CH:23]=3)[CH:15]=2)=[C:9]([CH3:34])[CH:8]=1)[CH3:2].[CH3:35][S:36]([OH:39])(=[O:38])=[O:37]. The product is [CH3:35][S:36]([OH:39])(=[O:38])=[O:37].[CH2:1]([O:3][CH2:4][CH2:5][O:6][C:7]1[CH:12]=[C:11]([CH3:13])[C:10]([C:14]2[CH:19]=[CH:18][CH:17]=[C:16]([CH2:20][NH:21][C:22]3[CH:27]=[CH:26][C:25]([CH2:28][CH2:29][C:30]([OH:32])=[O:31])=[C:24]([F:33])[CH:23]=3)[CH:15]=2)=[C:9]([CH3:34])[CH:8]=1)[CH3:2]. (2) The reactants are [CH3:1][C:2]([CH3:29])([CH3:28])[CH2:3][O:4][C:5]1([C:8]2[CH:13]=[CH:12][C:11]([C:14]#[C:15][C:16]3[CH:21]=[CH:20][C:19]([CH2:22][C:23]([O:25]C)=[O:24])=[CH:18][CH:17]=3)=[CH:10][C:9]=2[CH3:27])[CH2:7][CH2:6]1.[OH-].[Na+]. The catalyst is C(O)C.O1CCCC1. The product is [CH3:1][C:2]([CH3:29])([CH3:28])[CH2:3][O:4][C:5]1([C:8]2[CH:13]=[CH:12][C:11]([C:14]#[C:15][C:16]3[CH:21]=[CH:20][C:19]([CH2:22][C:23]([OH:25])=[O:24])=[CH:18][CH:17]=3)=[CH:10][C:9]=2[CH3:27])[CH2:7][CH2:6]1. The yield is 0.530. (3) The catalyst is CS(C)=O. The product is [F:22][C:23]1[CH:28]=[C:27]([F:29])[CH:26]=[CH:25][C:24]=1[O:30][C:2]1[CH:9]=[CH:8][C:5]([CH:6]=[O:7])=[CH:4][C:3]=1[C:10]1[C:18]2[C:13](=[C:14]([O:19][CH3:20])[N:15]=[CH:16][CH:17]=2)[N:12]([CH3:21])[CH:11]=1. The yield is 0.880. The reactants are F[C:2]1[CH:9]=[CH:8][C:5]([CH:6]=[O:7])=[CH:4][C:3]=1[C:10]1[C:18]2[C:13](=[C:14]([O:19][CH3:20])[N:15]=[CH:16][CH:17]=2)[N:12]([CH3:21])[CH:11]=1.[F:22][C:23]1[CH:28]=[C:27]([F:29])[CH:26]=[CH:25][C:24]=1[OH:30].C(=O)([O-])[O-].[Cs+].[Cs+]. (4) The reactants are [C:1]([CH2:3][NH:4][C:5](=[O:14])[O:6][CH2:7][C:8]1[CH:13]=[CH:12][CH:11]=[CH:10][CH:9]=1)#[N:2].C[O-].[Na+].[Cl-:18].[NH4+:19]. The catalyst is CO. The product is [ClH:18].[NH2:2][C:1](=[NH:19])[CH2:3][NH:4][C:5](=[O:14])[O:6][CH2:7][C:8]1[CH:13]=[CH:12][CH:11]=[CH:10][CH:9]=1. The yield is 0.940. (5) The reactants are Cl.C1(C)C=CC=CC=1.C=[N:10][CH2:11][C:12]1[CH:13]=[CH:14][C:15]([Cl:18])=[N:16][CH:17]=1. The catalyst is O. The product is [Cl:18][C:15]1[CH:14]=[CH:13][C:12]([CH2:11][NH2:10])=[CH:17][N:16]=1. The yield is 0.900. (6) The reactants are [C:1]([O:5][C:6]([C:8]1[S:22][C:11]2=[CH:12][CH:13]=[C:14]3[C:19]([N:18]=[C:17](SC)[N:16]=[CH:15]3)=[C:10]2[CH:9]=1)=[O:7])([CH3:4])([CH3:3])[CH3:2].Cl[C:24]1C=CC=C(C(OO)=O)C=1.C([O-])([O-])=O.[Na+].[Na+].[O-:40][S:41]([O-:44])(=S)=O.[Na+].[Na+]. The catalyst is C(Cl)Cl.[Cl-].[Na+].O.CC(C)=O. The product is [C:1]([O:5][C:6]([C:8]1[S:22][C:11]2=[CH:12][CH:13]=[C:14]3[C:19]([N:18]=[C:17]([S:41]([CH3:24])(=[O:44])=[O:40])[N:16]=[CH:15]3)=[C:10]2[CH:9]=1)=[O:7])([CH3:4])([CH3:2])[CH3:3]. The yield is 0.880. (7) The reactants are CC(C)([O-])C.[K+].[CH2:7]([N:14]([CH2:18][C:19]1[C:24](Cl)=[N:23][C:22]([N:26]2[CH2:31][CH2:30][CH2:29][CH2:28][CH:27]2[CH3:32])=[CH:21][N:20]=1)[CH2:15][CH2:16][OH:17])[C:8]1[CH:13]=[CH:12][CH:11]=[CH:10][CH:9]=1.O. The catalyst is CN(C=O)C. The product is [CH2:7]([N:14]1[CH2:18][C:19]2[N:20]=[CH:21][C:22]([N:26]3[CH2:31][CH2:30][CH2:29][CH2:28][CH:27]3[CH3:32])=[N:23][C:24]=2[O:17][CH2:16][CH2:15]1)[C:8]1[CH:13]=[CH:12][CH:11]=[CH:10][CH:9]=1. The yield is 0.780. (8) The reactants are Br[C:2]1[N:7]=[CH:6][C:5]([CH:8]2[C:17]3[C:12](=[CH:13][C:14]([O:18][CH2:19][CH2:20][CH2:21][N:22]4[CH2:27][CH2:26][CH:25]([F:28])[CH2:24][CH2:23]4)=[CH:15][CH:16]=3)[CH2:11][N:10]([CH3:29])[CH2:9]2)=[CH:4][CH:3]=1.[NH:30]([CH2:34]CO)[CH2:31]CO. The catalyst is CN(C=O)C.O. The product is [F:28][CH:25]1[CH2:26][CH2:27][N:22]([CH2:21][CH2:20][CH2:19][O:18][C:14]2[CH:13]=[C:12]3[C:17]([CH:8]([C:5]4[CH:4]=[CH:3][C:2]([N:30]([CH3:34])[CH3:31])=[N:7][CH:6]=4)[CH2:9][N:10]([CH3:29])[CH2:11]3)=[CH:16][CH:15]=2)[CH2:23][CH2:24]1. The yield is 0.0300.